Dataset: Forward reaction prediction with 1.9M reactions from USPTO patents (1976-2016). Task: Predict the product of the given reaction. Given the reactants CI.[CH2:3]([O:5][C:6]([C:8]1[CH:9]([C:26]2[CH:31]=[CH:30][C:29]([C:32]#[N:33])=[CH:28][C:27]=2[Br:34])[NH:10][C:11](=[O:25])[N:12]([C:15]2[CH:20]=[CH:19][CH:18]=[C:17]([C:21]([F:24])([F:23])[F:22])[CH:16]=2)[C:13]=1[CH3:14])=[O:7])[CH3:4].[C:35](=O)([O-])[O-].[Cs+].[Cs+].O, predict the reaction product. The product is: [CH2:3]([O:5][C:6]([C:8]1[CH:9]([C:26]2[CH:31]=[CH:30][C:29]([C:32]#[N:33])=[CH:28][C:27]=2[Br:34])[N:10]([CH3:35])[C:11](=[O:25])[N:12]([C:15]2[CH:20]=[CH:19][CH:18]=[C:17]([C:21]([F:24])([F:22])[F:23])[CH:16]=2)[C:13]=1[CH3:14])=[O:7])[CH3:4].